From a dataset of Forward reaction prediction with 1.9M reactions from USPTO patents (1976-2016). Predict the product of the given reaction. (1) Given the reactants [OH:1][CH2:2][C@H:3]([NH:14][C:15]([C:17]1[C:26]2[C:21](=[CH:22][CH:23]=[C:24]([C:27]#[C:28][CH2:29][CH2:30][CH2:31][OH:32])[CH:25]=2)[N:20]=[C:19]([C:33]2[CH:38]=[C:37]([O:39][CH3:40])[C:36]([O:41][CH3:42])=[C:35]([O:43][CH3:44])[CH:34]=2)[CH:18]=1)=[O:16])[CH2:4][C:5]1[C:13]2[C:8](=[CH:9][CH:10]=[CH:11][CH:12]=2)[NH:7][CH:6]=1.[H][H], predict the reaction product. The product is: [OH:1][CH2:2][C@H:3]([NH:14][C:15]([C:17]1[C:26]2[C:21](=[CH:22][CH:23]=[C:24]([CH2:27][CH2:28][CH2:29][CH2:30][CH2:31][OH:32])[CH:25]=2)[N:20]=[C:19]([C:33]2[CH:34]=[C:35]([O:43][CH3:44])[C:36]([O:41][CH3:42])=[C:37]([O:39][CH3:40])[CH:38]=2)[CH:18]=1)=[O:16])[CH2:4][C:5]1[C:13]2[C:8](=[CH:9][CH:10]=[CH:11][CH:12]=2)[NH:7][CH:6]=1. (2) Given the reactants [CH2:1]([O:3][C:4]1[C:9]([CH:10]=[O:11])=[C:8]([C:12]([F:15])([F:14])[F:13])[N:7]=[CH:6][N:5]=1)[CH3:2].[BH4-].[Na+].O, predict the reaction product. The product is: [CH2:1]([O:3][C:4]1[C:9]([CH2:10][OH:11])=[C:8]([C:12]([F:14])([F:15])[F:13])[N:7]=[CH:6][N:5]=1)[CH3:2]. (3) Given the reactants [Cl:1][C:2]1[CH:7]=[CH:6][C:5]([C:8]([NH:10][CH2:11][C:12]2[S:16][C:15]([S:17](Cl)(=[O:19])=[O:18])=[CH:14][CH:13]=2)=[O:9])=[CH:4][CH:3]=1.O.Cl.[NH:23]1[CH2:28][CH2:27][C:26](=[O:29])[CH2:25][CH2:24]1, predict the reaction product. The product is: [Cl:1][C:2]1[CH:7]=[CH:6][C:5]([C:8]([NH:10][CH2:11][C:12]2[S:16][C:15]([S:17]([N:23]3[CH2:28][CH2:27][C:26](=[O:29])[CH2:25][CH2:24]3)(=[O:19])=[O:18])=[CH:14][CH:13]=2)=[O:9])=[CH:4][CH:3]=1. (4) Given the reactants CC(C)([O-])C.[Na+].C1C=CC(P(C2C(C3C(P(C4C=CC=CC=4)C4C=CC=CC=4)=CC=C4C=3C=CC=C4)=C3C(C=CC=C3)=CC=2)C2C=CC=CC=2)=CC=1.Br[C:54]1[CH:55]=[C:56]2[C:61](=[CH:62][CH:63]=1)[N:60]=[CH:59][N:58]([C:64]1[CH:65]=[C:66]([NH:71][C:72]([C:74]3[N:78]([C:79]([CH3:82])([CH3:81])[CH3:80])[N:77]=[C:76]([CH3:83])[CH:75]=3)=[O:73])[CH:67]=[CH:68][C:69]=1[CH3:70])[C:57]2=[O:84].[NH:85]1[CH2:90][CH2:89][O:88][CH2:87][CH2:86]1, predict the reaction product. The product is: [O:88]1[CH2:89][CH2:90][N:85]([C:54]2[CH:55]=[C:56]3[C:61](=[CH:62][CH:63]=2)[N:60]=[CH:59][N:58]([C:64]2[CH:65]=[C:66]([NH:71][C:72]([C:74]4[N:78]([C:79]([CH3:82])([CH3:81])[CH3:80])[N:77]=[C:76]([CH3:83])[CH:75]=4)=[O:73])[CH:67]=[CH:68][C:69]=2[CH3:70])[C:57]3=[O:84])[CH2:86][CH2:87]1. (5) Given the reactants [CH3:1][C:2]1[CH:7]=[CH:6][N:5]=[C:4]([NH:8][C:9]2[CH:14]=[CH:13][CH:12]=[C:11]([C:15]3[O:19][C:18]([C:20]4[CH:25]=[CH:24][CH:23]=[C:22]([CH2:26][N:27]5[CH2:31][CH2:30][CH2:29][CH2:28]5)[CH:21]=4)=[N:17][CH:16]=3)[N:10]=2)[CH:3]=1.CC1C=CN=C(NC2N=C(C3OC(C=CC4C=CC(C#N)=CC=4)=NC=3)C=CC=2)C=1.CC1C=CN=C(NC2C=CC=C(C3OC=NC=3)N=2)C=1.IC1C=C(C=CC=1)CN1CCCC1.O(C(C)(C)C)[Li].[ClH:99], predict the reaction product. The product is: [ClH:99].[CH3:1][C:2]1[CH:7]=[CH:6][N:5]=[C:4]([NH:8][C:9]2[CH:14]=[CH:13][CH:12]=[C:11]([C:15]3[O:19][C:18]([C:20]4[CH:25]=[CH:24][CH:23]=[C:22]([CH2:26][N:27]5[CH2:31][CH2:30][CH2:29][CH2:28]5)[CH:21]=4)=[N:17][CH:16]=3)[N:10]=2)[CH:3]=1.